Dataset: Forward reaction prediction with 1.9M reactions from USPTO patents (1976-2016). Task: Predict the product of the given reaction. (1) Given the reactants [C:1]([NH:4][C:5]1[CH:12]=[CH:11][C:8]([CH:9]=O)=[CH:7][CH:6]=1)(=[O:3])[CH3:2].[CH3:13][C:14]([CH3:16])=[O:15].[OH-:17].[Na+], predict the reaction product. The product is: [C:1]([NH:4][C:5]1[CH:12]=[CH:11][C:8](/[CH:9]=[CH:13]/[C:14](=[O:15])/[CH:16]=[CH:9]/[C:8]2[CH:11]=[CH:12][C:5]([NH:4][C:1](=[O:17])[CH3:2])=[CH:6][CH:7]=2)=[CH:7][CH:6]=1)(=[O:3])[CH3:2]. (2) Given the reactants Br[C:2]1[N:11]=[C:5]2[CH:6]=[C:7]([Br:10])[CH:8]=[CH:9][N:4]2[N:3]=1.[CH3:12][NH:13][CH2:14][CH3:15], predict the reaction product. The product is: [Br:10][C:7]1[CH:8]=[CH:9][N:4]2[N:3]=[C:2]([N:13]([CH2:14][CH3:15])[CH3:12])[N:11]=[C:5]2[CH:6]=1. (3) Given the reactants [CH2:1]([O:8][CH2:9][CH2:10][O:11][CH:12]1[CH:16]2[O:17][CH2:18][CH:19]([OH:20])[CH:15]2[O:14][CH2:13]1)[C:2]1[CH:7]=[CH:6][CH:5]=[CH:4][CH:3]=1.C(N(CC)CC)C.[CH3:28][S:29](Cl)(=[O:31])=[O:30], predict the reaction product. The product is: [CH3:28][S:29]([O:20][CH:19]1[CH2:18][O:17][CH:16]2[CH:12]([O:11][CH2:10][CH2:9][O:8][CH2:1][C:2]3[CH:7]=[CH:6][CH:5]=[CH:4][CH:3]=3)[CH2:13][O:14][CH:15]12)(=[O:31])=[O:30]. (4) Given the reactants [Br:1][C:2]1[CH:3]=[C:4](/[CH:10]=[CH:11]/[C:12]([OH:14])=[O:13])[CH:5]=[CH:6][C:7]=1[O:8][CH3:9].[CH3:15][Si](C=[N+]=[N-])(C)C.C(OCC)C, predict the reaction product. The product is: [CH3:15][O:13][C:12](=[O:14])[CH:11]=[CH:10][C:4]1[CH:5]=[CH:6][C:7]([O:8][CH3:9])=[C:2]([Br:1])[CH:3]=1.